This data is from Full USPTO retrosynthesis dataset with 1.9M reactions from patents (1976-2016). The task is: Predict the reactants needed to synthesize the given product. (1) Given the product [NH2:3][CH2:12][CH2:13][C:14]1[CH:15]=[C:16]([CH:28]=[CH:29][CH:30]=1)[O:17][C:18]1[CH:23]=[CH:22][N:21]=[C:20]([C:24]([NH:26][CH3:27])=[O:25])[CH:19]=1, predict the reactants needed to synthesize it. The reactants are: O=C1C2C(=CC=CC=2)C(=O)[N:3]1[CH2:12][CH2:13][C:14]1[CH:15]=[C:16]([CH:28]=[CH:29][CH:30]=1)[O:17][C:18]1[CH:23]=[CH:22][N:21]=[C:20]([C:24]([NH:26][CH3:27])=[O:25])[CH:19]=1.O.NN. (2) Given the product [O:13]=[C:3]([NH:4][C@@H:5]([C:7]1[CH:12]=[CH:11][CH:10]=[CH:9][CH:8]=1)[CH3:6])[C:2]([C@@H:14]([NH:19][C:20](=[O:34])[O:21][CH2:22][C:23]1([CH2:27][C:28]2[CH:29]=[CH:30][CH:31]=[CH:32][CH:33]=2)[CH2:24][CH2:25][CH2:26]1)[CH2:15][CH2:16][CH2:17][CH3:18])=[O:1], predict the reactants needed to synthesize it. The reactants are: [OH:1][CH:2]([C@@H:14]([NH:19][C:20](=[O:34])[O:21][CH2:22][C:23]1([CH2:27][C:28]2[CH:33]=[CH:32][CH:31]=[CH:30][CH:29]=2)[CH2:26][CH2:25][CH2:24]1)[CH2:15][CH2:16][CH2:17][CH3:18])[C:3](=[O:13])[NH:4][C@@H:5]([C:7]1[CH:12]=[CH:11][CH:10]=[CH:9][CH:8]=1)[CH3:6].[Br-].[K+].C(=O)(O)[O-].[Na+]. (3) The reactants are: [NH2:1][CH:2]([CH2:7][C:8]1[CH:13]=[CH:12][C:11]([O:14][C:15]2[CH:20]=[CH:19][C:18]([N+:21]([O-])=O)=[CH:17][CH:16]=2)=[CH:10][CH:9]=1)[C:3]([O:5][CH3:6])=[O:4]. Given the product [NH2:1][CH:2]([CH2:7][C:8]1[CH:13]=[CH:12][C:11]([O:14][C:15]2[CH:16]=[CH:17][C:18]([NH2:21])=[CH:19][CH:20]=2)=[CH:10][CH:9]=1)[C:3]([O:5][CH3:6])=[O:4], predict the reactants needed to synthesize it. (4) Given the product [O:61]1[CH:65]=[CH:64][C:66]([N:67]2[CH:68]3[CH2:74][CH2:73][C:72]2([CH3:1])[CH2:71][CH:70]([CH:75]2[C:88]4[CH:87]=[CH:86][C:85]([C:89]5[CH:94]=[CH:93][CH:92]=[CH:91][C:90]=5[NH:95][C:96](=[O:98])[CH3:97])=[CH:84][C:83]=4[O:82][C:81]4[C:76]2=[CH:77][CH:78]=[CH:79][CH:80]=4)[CH2:69]3)=[CH:62]1, predict the reactants needed to synthesize it. The reactants are: [CH:1]12NC(CC1)CC(C1C3C=CC(C4C=CC=CC=4NC(=O)C)=CC=3OC3C1=CC=CC=3)C2.N1C=CC=C(C2C=CC3C(C4CC5NC(CC5)C4)C4C(OC=3C=2)=CC=CC=4)C=1.[O:61]1[CH:65]=[CH:64]C=[C:62]1[CH2:66][N:67]1[CH:72]2[CH2:73][CH2:74][CH:68]1[CH2:69][CH:70]([CH:75]1[C:88]3[CH:87]=[CH:86][C:85]([C:89]4[CH:94]=[CH:93][CH:92]=[CH:91][C:90]=4[NH:95][C:96](=[O:98])[CH3:97])=[CH:84][C:83]=3[O:82][C:81]3[C:76]1=[CH:77][CH:78]=[CH:79][CH:80]=3)[CH2:71]2.